Dataset: Full USPTO retrosynthesis dataset with 1.9M reactions from patents (1976-2016). Task: Predict the reactants needed to synthesize the given product. The reactants are: [C:1]([CH:3]1[CH2:8][CH2:7][N:6]([C:9]([N:11]2[CH2:16][CH:15]([C:17]3[CH:22]=[CH:21][C:20]([C:23]([F:26])([F:25])[F:24])=[CH:19][CH:18]=3)[CH2:14][CH:13]([C:27](O)=[O:28])[CH2:12]2)=[O:10])[CH2:5][CH2:4]1)#[N:2].O[N:31]=[C:32]([NH2:40])[CH2:33][C:34]1[CH:39]=[CH:38][CH:37]=[CH:36][CH:35]=1. Given the product [CH2:33]([C:32]1[N:40]=[C:27]([CH:13]2[CH2:14][CH:15]([C:17]3[CH:22]=[CH:21][C:20]([C:23]([F:26])([F:24])[F:25])=[CH:19][CH:18]=3)[CH2:16][N:11]([C:9]([N:6]3[CH2:7][CH2:8][CH:3]([C:1]#[N:2])[CH2:4][CH2:5]3)=[O:10])[CH2:12]2)[O:28][N:31]=1)[C:34]1[CH:39]=[CH:38][CH:37]=[CH:36][CH:35]=1, predict the reactants needed to synthesize it.